From a dataset of Full USPTO retrosynthesis dataset with 1.9M reactions from patents (1976-2016). Predict the reactants needed to synthesize the given product. (1) Given the product [CH3:44][S:45]([OH:48])(=[O:47])=[O:46].[CH3:44][S:45]([OH:48])(=[O:47])=[O:46].[CH3:39][O:38][C:36]1[CH:37]=[C:32]([C:29]2[CH:30]=[CH:31][C:26]([N:22]3[CH2:23][CH2:24][CH2:25][N:19]([C:16]4[CH:15]=[CH:14][C:13]([C:5]5[CH:4]=[C:3]([O:1][CH3:2])[C:8]([O:9][CH3:10])=[C:7]([O:11][CH3:12])[CH:6]=5)=[CH:18][N:17]=4)[CH2:20][CH2:21]3)=[N:27][CH:28]=2)[CH:33]=[C:34]([O:42][CH3:43])[C:35]=1[O:40][CH3:41], predict the reactants needed to synthesize it. The reactants are: [O:1]([C:3]1[CH:4]=[C:5]([C:13]2[CH:14]=[CH:15][C:16]([N:19]3[CH2:25][CH2:24][CH2:23][N:22]([C:26]4[CH:31]=[CH:30][C:29]([C:32]5[CH:37]=[C:36]([O:38][CH3:39])[C:35]([O:40][CH3:41])=[C:34]([O:42][CH3:43])[CH:33]=5)=[CH:28][N:27]=4)[CH2:21][CH2:20]3)=[N:17][CH:18]=2)[CH:6]=[C:7]([O:11][CH3:12])[C:8]=1[O:9][CH3:10])[CH3:2].[CH3:44][S:45]([OH:48])(=[O:47])=[O:46]. (2) Given the product [CH:22]1([CH2:27][C:28]([C:17]2[C:16]3[CH:18]=[CH:19][CH:20]=[CH:21][C:15]=3[O:14][C:13]=2[C:8]2[CH:7]=[CH:6][C:5]3[C:10](=[CH:11][CH:12]=[C:3]([O:2][CH3:1])[CH:4]=3)[CH:9]=2)=[O:29])[CH2:26][CH2:25][CH2:24][CH2:23]1, predict the reactants needed to synthesize it. The reactants are: [CH3:1][O:2][C:3]1[CH:4]=[C:5]2[C:10](=[CH:11][CH:12]=1)[CH:9]=[C:8]([C:13]1[O:14][C:15]3[CH:21]=[CH:20][CH:19]=[CH:18][C:16]=3[CH:17]=1)[CH:7]=[CH:6]2.[CH:22]1([CH2:27][C:28](Cl)=[O:29])[CH2:26][CH2:25][CH2:24][CH2:23]1.[Sn](Cl)(Cl)(Cl)Cl.